This data is from Forward reaction prediction with 1.9M reactions from USPTO patents (1976-2016). The task is: Predict the product of the given reaction. (1) Given the reactants [NH2:1][C:2]1[CH:7]=[CH:6][C:5]([OH:8])=[CH:4][CH:3]=1.CC(C)([O-])C.[K+].I[C:16]1[CH:17]=[CH:18][C:19]2[N:20]([CH:22]=[C:23]([NH:25][C:26]([CH:28]3[CH2:30][CH2:29]3)=[O:27])[N:24]=2)[N:21]=1.C(=O)([O-])[O-].[K+].[K+], predict the reaction product. The product is: [NH2:1][C:2]1[CH:7]=[CH:6][C:5]([O:8][C:16]2[CH:17]=[CH:18][C:19]3[N:20]([CH:22]=[C:23]([NH:25][C:26]([CH:28]4[CH2:29][CH2:30]4)=[O:27])[N:24]=3)[N:21]=2)=[CH:4][CH:3]=1. (2) Given the reactants [CH2:1]([C:5](O)([CH2:13][CH2:14][CH2:15][CH3:16])[C:6]1[CH:11]=[CH:10][C:9]([F:12])=[CH:8][CH:7]=1)[CH2:2][CH2:3][CH3:4].[Br-].[Br:19][P+](C1C=CC=CC=1)(C1C=CC=CC=1)C1C=CC=CC=1.S([O-])([O-])=O.[Na+].[Na+].C(OCC)(=O)C, predict the reaction product. The product is: [CH2:1]([C:5]([Br:19])([CH2:13][CH2:14][CH2:15][CH3:16])[C:6]1[CH:11]=[CH:10][C:9]([F:12])=[CH:8][CH:7]=1)[CH2:2][CH2:3][CH3:4]. (3) The product is: [CH:44]1([C:42]([NH:41][C:39]2[N:40]=[C:35]3[CH:34]=[CH:33][C:32]([O:31][C:30]4[CH:29]=[C:28]([NH:27][C:7]([C:5]5[N:4]([C:10]6[CH:15]=[CH:14][CH:13]=[CH:12][CH:11]=6)[N:3]=[C:2]([CH3:1])[CH:6]=5)=[O:9])[CH:49]=[CH:48][CH:47]=4)=[N:37][N:36]3[CH:38]=2)=[O:43])[CH2:45][CH2:46]1. Given the reactants [CH3:1][C:2]1[CH:6]=[C:5]([C:7]([OH:9])=O)[N:4]([C:10]2[CH:15]=[CH:14][CH:13]=[CH:12][CH:11]=2)[N:3]=1.CN(C)C=O.C(Cl)(=O)C(Cl)=O.[NH2:27][C:28]1[CH:29]=[C:30]([CH:47]=[CH:48][CH:49]=1)[O:31][C:32]1[CH:33]=[CH:34][C:35]2[N:36]([CH:38]=[C:39]([NH:41][C:42]([CH:44]3[CH2:46][CH2:45]3)=[O:43])[N:40]=2)[N:37]=1, predict the reaction product. (4) Given the reactants [CH2:1]1[C:7]2=[C:8]3[C:12](=[CH:13][CH:14]=[C:6]2[O:5][CH2:4][CH2:3][N:2]1C(OC(C)(C)C)=O)[NH:11][CH:10]=[CH:9]3.[H-].[Na+].CN(C=O)C.[S:29]1[C:33]2[CH:34]=[CH:35][CH:36]=[CH:37][C:32]=2[CH:31]=[C:30]1[S:38](Cl)(=[O:40])=[O:39], predict the reaction product. The product is: [S:29]1[C:33]2[CH:34]=[CH:35][CH:36]=[CH:37][C:32]=2[CH:31]=[C:30]1[S:38]([N:11]1[C:12]2[C:8](=[C:7]3[CH2:1][NH:2][CH2:3][CH2:4][O:5][C:6]3=[CH:14][CH:13]=2)[CH:9]=[CH:10]1)(=[O:40])=[O:39]. (5) Given the reactants [CH3:1][O:2][C:3](=[O:20])[C:4]1[CH:13]=[C:12]([S:14][C:15](=[O:19])[N:16]([CH3:18])[CH3:17])[CH:11]=[C:6]([C:7]([O:9]C)=[O:8])[CH:5]=1.[OH-].[Na+], predict the reaction product. The product is: [CH3:1][O:2][C:3](=[O:20])[C:4]1[CH:13]=[C:12]([S:14][C:15](=[O:19])[N:16]([CH3:17])[CH3:18])[CH:11]=[C:6]([C:7]([OH:9])=[O:8])[CH:5]=1. (6) Given the reactants [Cl:1][C:2]1[C:41]([C:42]([F:45])([F:44])[F:43])=[CH:40][CH:39]=[CH:38][C:3]=1[CH2:4][N:5]([CH2:24][CH:25]([C:32]1[CH:37]=[CH:36][CH:35]=[CH:34][CH:33]=1)[C:26]1[CH:31]=[CH:30][CH:29]=[CH:28][CH:27]=1)[CH2:6][CH2:7][CH2:8][O:9][C:10]1[CH:11]=[C:12]([CH:16]([CH2:20][CH2:21][CH2:22][CH3:23])[C:17]([OH:19])=[O:18])[CH:13]=[CH:14][CH:15]=1.Cl, predict the reaction product. The product is: [ClH:1].[Cl:1][C:2]1[C:41]([C:42]([F:43])([F:44])[F:45])=[CH:40][CH:39]=[CH:38][C:3]=1[CH2:4][N:5]([CH2:24][CH:25]([C:32]1[CH:33]=[CH:34][CH:35]=[CH:36][CH:37]=1)[C:26]1[CH:27]=[CH:28][CH:29]=[CH:30][CH:31]=1)[CH2:6][CH2:7][CH2:8][O:9][C:10]1[CH:11]=[C:12]([CH:16]([CH2:20][CH2:21][CH2:22][CH3:23])[C:17]([OH:19])=[O:18])[CH:13]=[CH:14][CH:15]=1. (7) Given the reactants [C:1]1([C:7]([C:17]2[CH:22]=[CH:21][C:20]([CH:23]=[CH:24][C:25]([NH:27][S:28]([C:31]3[CH:36]=[CH:35][CH:34]=[C:33]([O:37]C)[CH:32]=3)(=[O:30])=[O:29])=[O:26])=[CH:19][CH:18]=2)=[C:8]([C:11]2[CH:16]=[CH:15][CH:14]=[CH:13][CH:12]=2)[CH2:9][CH3:10])[CH:6]=[CH:5][CH:4]=[CH:3][CH:2]=1.B(Br)(Br)Br, predict the reaction product. The product is: [C:1]1([C:7]([C:17]2[CH:22]=[CH:21][C:20]([CH:23]=[CH:24][C:25]([NH:27][S:28]([C:31]3[CH:36]=[CH:35][CH:34]=[C:33]([OH:37])[CH:32]=3)(=[O:30])=[O:29])=[O:26])=[CH:19][CH:18]=2)=[C:8]([C:11]2[CH:12]=[CH:13][CH:14]=[CH:15][CH:16]=2)[CH2:9][CH3:10])[CH:6]=[CH:5][CH:4]=[CH:3][CH:2]=1. (8) Given the reactants [CH3:1][O:2][C:3]1[CH:4]=[C:5]2[C:10](=[CH:11][C:12]=1[O:13][CH2:14][CH:15]1[CH2:20][CH2:19][NH:18][CH2:17][CH2:16]1)[N:9]=[CH:8][N:7]=[C:6]2[O:21][C:22]1[CH:23]=[C:24]2[C:28](=[CH:29][CH:30]=1)[NH:27][CH:26]=[C:25]2[CH3:31].[CH2:32]([N:34](CC)CC)[CH3:33].ClCC#N, predict the reaction product. The product is: [C:32]([CH2:33][N:18]1[CH2:19][CH2:20][CH:15]([CH2:14][O:13][C:12]2[CH:11]=[C:10]3[C:5]([C:6]([O:21][C:22]4[CH:23]=[C:24]5[C:28](=[CH:29][CH:30]=4)[NH:27][CH:26]=[C:25]5[CH3:31])=[N:7][CH:8]=[N:9]3)=[CH:4][C:3]=2[O:2][CH3:1])[CH2:16][CH2:17]1)#[N:34]. (9) Given the reactants CC1C=CN2C3C4NC(=O)C(C)=CC=C[C@H](C)[C@H](O)[C@@H](C)[C@@H](O)[C@@H](C)[C@H](OC(C)=O)[C@H](C)[C@@H](OC)C=CO[C@]5(C)C(=O)[C:15]6=C(O5)[C:17](C)=[C:18]([OH:19])[C:13](=[C:14]6[C:9]=3N=C2C=1)C=4O.[CH2:58]([O:60][C:61](=[O:63])[CH3:62])[CH3:59], predict the reaction product. The product is: [CH3:17][C:18]([CH2:13][CH:14]([CH3:15])[CH3:9])=[O:19].[CH2:58]([O:60][C:61](=[O:63])[CH3:62])[CH3:59].